Dataset: Forward reaction prediction with 1.9M reactions from USPTO patents (1976-2016). Task: Predict the product of the given reaction. (1) Given the reactants [CH:1]1([C:7](=[O:17])[CH2:8][NH:9][C:10](=[O:16])OC(C)(C)C)[CH2:6][CH2:5][CH2:4][CH2:3][CH2:2]1.C(O)(C(F)(F)F)=O.FC(F)(F)C(O)=O.NCC(C1CCCCC1)=O.[Cl:42][C:43]1[CH:48]=[CH:47][C:46]([N:49]2[C:53]([CH3:54])=[C:52](C(O)=O)[N:51]=[C:50]2[C:58]2[CH:63]=[CH:62][C:61]([Cl:64])=[CH:60][C:59]=2[Cl:65])=[CH:45][CH:44]=1.CCN=C=NCCCN(C)C.C1C=CC2N(O)N=NC=2C=1.CN1CCOCC1, predict the reaction product. The product is: [Cl:42][C:43]1[CH:44]=[CH:45][C:46]([N:49]2[C:53]([CH3:54])=[C:52]([C:10]([NH:9][CH2:8][C:7]([CH:1]3[CH2:2][CH2:3][CH2:4][CH2:5][CH2:6]3)=[O:17])=[O:16])[N:51]=[C:50]2[C:58]2[CH:63]=[CH:62][C:61]([Cl:64])=[CH:60][C:59]=2[Cl:65])=[CH:47][CH:48]=1. (2) Given the reactants [Cl:1][C:2]1[CH:7]=[CH:6][C:5]([CH2:8][C@@H:9]([NH:29][C:30]([C@@H:32]2[CH2:36][CH2:35][CH2:34][N:33]2C(OC(C)(C)C)=O)=[O:31])[C:10]([N:12]2[CH2:17][CH2:16][CH:15]([C:18]3[CH:23]=[CH:22][CH:21]=[CH:20][C:19]=3[NH:24][S:25]([CH3:28])(=[O:27])=[O:26])[CH2:14][CH2:13]2)=[O:11])=[CH:4][CH:3]=1.C(O)(C(F)(F)F)=O, predict the reaction product. The product is: [Cl:1][C:2]1[CH:7]=[CH:6][C:5]([CH2:8][C@@H:9]([NH:29][C:30]([C@@H:32]2[CH2:36][CH2:35][CH2:34][NH:33]2)=[O:31])[C:10]([N:12]2[CH2:17][CH2:16][CH:15]([C:18]3[CH:23]=[CH:22][CH:21]=[CH:20][C:19]=3[NH:24][S:25]([CH3:28])(=[O:27])=[O:26])[CH2:14][CH2:13]2)=[O:11])=[CH:4][CH:3]=1. (3) The product is: [OH:11][C:6]1[C:5]([N+:12]([O-:14])=[O:13])=[CH:4][C:3]([CH:1]2[C:22]([C:23]3[CH:28]=[CH:27][CH:26]=[CH:25][CH:24]=3)=[C:21]([C:15]3[CH:20]=[CH:19][CH:18]=[CH:17][CH:16]=3)[NH:33][C:31](=[O:32])[NH:30]2)=[CH:10][C:7]=1[C:8]#[N:9]. Given the reactants [CH:1]([C:3]1[CH:4]=[C:5]([N+:12]([O-:14])=[O:13])[C:6]([OH:11])=[C:7]([CH:10]=1)[C:8]#[N:9])=O.[C:15]1([C:21](=O)[CH2:22][C:23]2[CH:28]=[CH:27][CH:26]=[CH:25][CH:24]=2)[CH:20]=[CH:19][CH:18]=[CH:17][CH:16]=1.[NH2:30][C:31]([NH2:33])=[O:32].Cl, predict the reaction product. (4) Given the reactants [N+:1]([C:4]1[CH:5]=[C:6]([CH:10]=[CH:11][C:12]=1[B:13]1[O:17][C:16]([CH3:19])([CH3:18])[C:15]([CH3:21])([CH3:20])[O:14]1)[C:7](O)=[O:8])([O-:3])=[O:2].C(Cl)(=O)C([Cl:25])=O.CO, predict the reaction product. The product is: [N+:1]([C:4]1[CH:5]=[C:6]([CH:10]=[CH:11][C:12]=1[B:13]1[O:17][C:16]([CH3:19])([CH3:18])[C:15]([CH3:21])([CH3:20])[O:14]1)[C:7]([Cl:25])=[O:8])([O-:3])=[O:2].